Dataset: Full USPTO retrosynthesis dataset with 1.9M reactions from patents (1976-2016). Task: Predict the reactants needed to synthesize the given product. Given the product [CH:23]([N:26]1[CH2:30][CH2:29][C@H:28]([CH2:31][N:32]([CH3:33])[C:18]([C:12]2[S:13][C:14]3[CH2:15][CH2:16][O:17][C:8]4[CH:7]=[C:6]([C:4]5[CH:3]=[N:2][NH:1][CH:5]=5)[CH:22]=[CH:21][C:9]=4[C:10]=3[N:11]=2)=[O:20])[CH2:27]1)([CH3:25])[CH3:24], predict the reactants needed to synthesize it. The reactants are: [NH:1]1[CH:5]=[C:4]([C:6]2[CH:22]=[CH:21][C:9]3[C:10]4[N:11]=[C:12]([C:18]([OH:20])=O)[S:13][C:14]=4[CH2:15][CH2:16][O:17][C:8]=3[CH:7]=2)[CH:3]=[N:2]1.[CH:23]([N:26]1[CH2:30][CH2:29][C@@H:28]([CH2:31][NH:32][CH3:33])[CH2:27]1)([CH3:25])[CH3:24].